This data is from Reaction yield outcomes from USPTO patents with 853,638 reactions. The task is: Predict the reaction yield, written as a fraction of the theoretical maximum amount of product (1.0 means a 100% yield; for example, 0.34 means a 34% yield). (1) The yield is 0.410. The product is [CH2:1]([S:3][C:4]1[C:13]([C:14]([OH:16])=[O:15])=[C:12]([CH3:19])[C:11]2[C:6](=[CH:7][N:8]=[CH:9][CH:10]=2)[N:5]=1)[CH3:2]. The catalyst is C1COCC1.CO.O. The reactants are [CH2:1]([S:3][C:4]1[C:13]([C:14]([O:16]CC)=[O:15])=[C:12]([CH3:19])[C:11]2[C:6](=[CH:7][N:8]=[CH:9][CH:10]=2)[N:5]=1)[CH3:2].O[Li].O. (2) The reactants are [Cl:1][C:2]1[N:10]=[C:9]2[C:5]([NH:6][CH:7]=[N:8]2)=[C:4]([Cl:11])[N:3]=1.[C:12]1([CH3:21])[CH:17]=[CH:16][CH:15]=[C:14](B(O)O)[CH:13]=1.N1C2C(=CC=C3C=2N=CC=C3)C=CC=1. The catalyst is ClCCl. The product is [Cl:1][C:2]1[N:10]=[C:9]2[C:5]([N:6]=[CH:7][N:8]2[C:14]2[CH:13]=[C:12]([CH3:21])[CH:17]=[CH:16][CH:15]=2)=[C:4]([Cl:11])[N:3]=1. The yield is 0.500. (3) The reactants are Cl.[N:2]12[CH2:9][CH2:8][CH:5]([CH2:6][CH2:7]1)[C@@H:4]([OH:10])[CH2:3]2. The catalyst is [OH-].[Na+]. The product is [N:2]12[CH2:9][CH2:8][CH:5]([CH2:6][CH2:7]1)[C@@H:4]([OH:10])[CH2:3]2. The yield is 0.990. (4) The reactants are [N:1]([CH:4](CC)[CH2:5][O:6][N:7]1[C:15](=[O:16])[C:14]2[C:9](=[CH:10][CH:11]=[CH:12][CH:13]=2)[C:8]1=[O:17])=[N+:2]=[N-:3].[C:20]([NH:27][CH2:28][C:29]#[CH:30])([O:22][C:23]([CH3:26])([CH3:25])[CH3:24])=[O:21].O=[C:32]1O[C@H]([C@H](CO)O)C([O-])=[C:33]1O.[Na+].C(Cl)Cl. The catalyst is CC(O)(C)C.O.S([O-])([O-])(=O)=O.[Cu+2]. The product is [O:16]=[C:15]1[C:14]2[C:9](=[CH:10][CH:11]=[CH:12][CH:13]=2)[C:8](=[O:17])[N:7]1[O:6][CH:5]([CH2:32][CH3:33])[CH2:4][N:1]1[CH:30]=[C:29]([CH2:28][NH:27][C:20](=[O:21])[O:22][C:23]([CH3:24])([CH3:25])[CH3:26])[N:3]=[N:2]1. The yield is 0.900.